From a dataset of Catalyst prediction with 721,799 reactions and 888 catalyst types from USPTO. Predict which catalyst facilitates the given reaction. (1) Reactant: C(OP([CH2:9][C:10]([O:12][CH2:13][CH3:14])=[O:11])(OCC)=O)C.[H-].[Na+].[CH:17]([CH:19]1[CH2:24][CH2:23][N:22]([C:25]([O:27][C:28]([CH3:31])([CH3:30])[CH3:29])=[O:26])[CH2:21][CH2:20]1)=O. Product: [CH2:13]([O:12][C:10](=[O:11])/[CH:9]=[CH:17]/[CH:19]1[CH2:24][CH2:23][N:22]([C:25]([O:27][C:28]([CH3:29])([CH3:31])[CH3:30])=[O:26])[CH2:21][CH2:20]1)[CH3:14]. The catalyst class is: 1. (2) Reactant: [CH2:1]([N:3]1[C:15]2[CH:14]=[CH:13][CH:12]=[CH:11][C:10]=2[C:9]2[C:4]1=[CH:5][CH:6]=[CH:7][CH:8]=2)[CH3:2].[F:16][C:17]1[CH:25]=[CH:24][C:20]([C:21](Cl)=[O:22])=[CH:19][CH:18]=1.[Al+3].[Cl-].[Cl-].[Cl-].[C:30]1([CH3:39])[C:31]([C:36](Cl)=[O:37])=[CH:32][CH:33]=[CH:34][CH:35]=1. Product: [CH2:1]([N:3]1[C:15]2[CH:14]=[CH:13][C:12]([C:21]([C:20]3[CH:24]=[CH:25][C:17]([F:16])=[CH:18][CH:19]=3)=[O:22])=[CH:11][C:10]=2[C:9]2[C:4]1=[CH:5][CH:6]=[C:7]([C:36](=[O:37])[C:31]1[CH:32]=[CH:33][CH:34]=[CH:35][C:30]=1[CH3:39])[CH:8]=2)[CH3:2]. The catalyst class is: 2. (3) Reactant: [F:1][CH:2]([F:5])[CH2:3]Cl.[CH3:6][O:7][C:8]1[CH:15]=[CH:14][C:11]([CH2:12][NH2:13])=[CH:10][CH:9]=1. Product: [F:1][CH:2]([F:5])[CH2:3][NH:13][CH2:12][C:11]1[CH:14]=[CH:15][C:8]([O:7][CH3:6])=[CH:9][CH:10]=1. The catalyst class is: 6.